Task: Predict the product of the given reaction.. Dataset: Forward reaction prediction with 1.9M reactions from USPTO patents (1976-2016) The product is: [Br:1][C:2]1[CH:11]=[CH:10][C:9]2[N:8]=[CH:7][C:6]3[N:12]([C:34](=[O:43])/[CH:35]=[CH:36]/[C:37]4[CH:42]=[CH:41][CH:40]=[CH:39][CH:38]=4)[C:13](=[O:26])[N:14]([C:15]4[CH:20]=[CH:19][C:18]([C:21]([CH3:24])([CH3:25])[C:22]#[N:23])=[CH:17][CH:16]=4)[C:5]=3[C:4]=2[CH:3]=1. Given the reactants [Br:1][C:2]1[CH:11]=[CH:10][C:9]2[N:8]=[CH:7][C:6]3[NH:12][C:13](=[O:26])[N:14]([C:15]4[CH:20]=[CH:19][C:18]([C:21]([CH3:25])([CH3:24])[C:22]#[N:23])=[CH:17][CH:16]=4)[C:5]=3[C:4]=2[CH:3]=1.C(N(CC)CC)C.[C:34](Cl)(=[O:43])[CH:35]=[CH:36][C:37]1[CH:42]=[CH:41][CH:40]=[CH:39][CH:38]=1.O, predict the reaction product.